This data is from NCI-60 drug combinations with 297,098 pairs across 59 cell lines. The task is: Regression. Given two drug SMILES strings and cell line genomic features, predict the synergy score measuring deviation from expected non-interaction effect. (1) Drug 1: CC1=C(C(=CC=C1)Cl)NC(=O)C2=CN=C(S2)NC3=CC(=NC(=N3)C)N4CCN(CC4)CCO. Drug 2: C(CC(=O)O)C(=O)CN.Cl. Cell line: MDA-MB-435. Synergy scores: CSS=-0.876, Synergy_ZIP=5.86, Synergy_Bliss=9.63, Synergy_Loewe=0.189, Synergy_HSA=0.913. (2) Drug 1: COC1=CC(=CC(=C1O)OC)C2C3C(COC3=O)C(C4=CC5=C(C=C24)OCO5)OC6C(C(C7C(O6)COC(O7)C8=CC=CS8)O)O. Drug 2: C1=NC2=C(N1)C(=S)N=C(N2)N. Cell line: SK-MEL-5. Synergy scores: CSS=38.1, Synergy_ZIP=-7.90, Synergy_Bliss=-1.81, Synergy_Loewe=-3.16, Synergy_HSA=1.44. (3) Synergy scores: CSS=37.6, Synergy_ZIP=-1.96, Synergy_Bliss=6.84, Synergy_Loewe=-30.6, Synergy_HSA=6.88. Drug 1: C1CCC(C1)C(CC#N)N2C=C(C=N2)C3=C4C=CNC4=NC=N3. Drug 2: C1=CC(=C2C(=C1NCCNCCO)C(=O)C3=C(C=CC(=C3C2=O)O)O)NCCNCCO. Cell line: NCI-H322M. (4) Drug 1: CC1=C(C(CCC1)(C)C)C=CC(=CC=CC(=CC(=O)O)C)C. Drug 2: B(C(CC(C)C)NC(=O)C(CC1=CC=CC=C1)NC(=O)C2=NC=CN=C2)(O)O. Cell line: HT29. Synergy scores: CSS=47.4, Synergy_ZIP=-0.176, Synergy_Bliss=-2.37, Synergy_Loewe=-43.8, Synergy_HSA=-1.70. (5) Drug 1: CC1C(C(CC(O1)OC2CC(OC(C2O)C)OC3=CC4=CC5=C(C(=O)C(C(C5)C(C(=O)C(C(C)O)O)OC)OC6CC(C(C(O6)C)O)OC7CC(C(C(O7)C)O)OC8CC(C(C(O8)C)O)(C)O)C(=C4C(=C3C)O)O)O)O. Drug 2: CN1C2=C(C=C(C=C2)N(CCCl)CCCl)N=C1CCCC(=O)O.Cl. Cell line: HS 578T. Synergy scores: CSS=27.1, Synergy_ZIP=2.13, Synergy_Bliss=3.21, Synergy_Loewe=-38.3, Synergy_HSA=0.412. (6) Drug 1: CC1=C(C=C(C=C1)NC2=NC=CC(=N2)N(C)C3=CC4=NN(C(=C4C=C3)C)C)S(=O)(=O)N.Cl. Drug 2: C1CCN(CC1)CCOC2=CC=C(C=C2)C(=O)C3=C(SC4=C3C=CC(=C4)O)C5=CC=C(C=C5)O. Cell line: M14. Synergy scores: CSS=2.88, Synergy_ZIP=4.14, Synergy_Bliss=10.1, Synergy_Loewe=5.44, Synergy_HSA=6.51. (7) Drug 1: CC1CCC2CC(C(=CC=CC=CC(CC(C(=O)C(C(C(=CC(C(=O)CC(OC(=O)C3CCCCN3C(=O)C(=O)C1(O2)O)C(C)CC4CCC(C(C4)OC)OCCO)C)C)O)OC)C)C)C)OC. Drug 2: C1C(C(OC1N2C=NC(=NC2=O)N)CO)O. Cell line: SNB-75. Synergy scores: CSS=0.119, Synergy_ZIP=-0.751, Synergy_Bliss=-1.56, Synergy_Loewe=-2.86, Synergy_HSA=-1.81. (8) Drug 1: CC(CN1CC(=O)NC(=O)C1)N2CC(=O)NC(=O)C2. Drug 2: CC(C)(C#N)C1=CC(=CC(=C1)CN2C=NC=N2)C(C)(C)C#N. Cell line: UO-31. Synergy scores: CSS=11.1, Synergy_ZIP=0.631, Synergy_Bliss=-3.88, Synergy_Loewe=-1.30, Synergy_HSA=-1.44. (9) Drug 1: CC1C(C(CC(O1)OC2CC(OC(C2O)C)OC3=CC4=CC5=C(C(=O)C(C(C5)C(C(=O)C(C(C)O)O)OC)OC6CC(C(C(O6)C)O)OC7CC(C(C(O7)C)O)OC8CC(C(C(O8)C)O)(C)O)C(=C4C(=C3C)O)O)O)O. Drug 2: CCN(CC)CCCC(C)NC1=C2C=C(C=CC2=NC3=C1C=CC(=C3)Cl)OC. Cell line: NCI-H522. Synergy scores: CSS=47.9, Synergy_ZIP=-2.39, Synergy_Bliss=1.23, Synergy_Loewe=-6.58, Synergy_HSA=0.580.